This data is from Forward reaction prediction with 1.9M reactions from USPTO patents (1976-2016). The task is: Predict the product of the given reaction. (1) Given the reactants [C:1]([C:3]1[CH:23]=[C:22]([C:24]2[N:29]=[C:28]([NH:30][C:31]3[CH:36]=[CH:35][C:34]([N:37]4[CH2:42][CH2:41][N:40]([CH:43]5[CH2:46][O:45][CH2:44]5)[CH2:39][CH2:38]4)=[CH:33][CH:32]=3)[N:27]=[CH:26][N:25]=2)[CH:21]=[CH:20][C:4]=1[O:5][C@H:6]1[CH2:11][CH2:10][N:9](C(OC(C)(C)C)=O)[CH2:8][C@H:7]1[F:19])#[N:2], predict the reaction product. The product is: [F:19][C@H:7]1[C@@H:6]([O:5][C:4]2[CH:20]=[CH:21][C:22]([C:24]3[N:29]=[C:28]([NH:30][C:31]4[CH:36]=[CH:35][C:34]([N:37]5[CH2:38][CH2:39][N:40]([CH:43]6[CH2:46][O:45][CH2:44]6)[CH2:41][CH2:42]5)=[CH:33][CH:32]=4)[N:27]=[CH:26][N:25]=3)=[CH:23][C:3]=2[C:1]#[N:2])[CH2:11][CH2:10][NH:9][CH2:8]1. (2) Given the reactants Cl[C:2]1[N:7]=[C:6]([NH:8][C:9]2[CH:14]=[CH:13][C:12]([Cl:15])=[C:11]([F:16])[CH:10]=2)[C:5]([N+:17]([O-:19])=[O:18])=[CH:4][N:3]=1.[O:20]1[CH2:25][CH2:24][CH:23]([N:26]2[CH:30]=[C:29]([NH2:31])[CH:28]=[N:27]2)[CH2:22][CH2:21]1.CCN(C(C)C)C(C)C, predict the reaction product. The product is: [Cl:15][C:12]1[CH:13]=[CH:14][C:9]([NH:8][C:6]2[C:5]([N+:17]([O-:19])=[O:18])=[CH:4][N:3]=[C:2]([NH:31][C:29]3[CH:28]=[N:27][N:26]([CH:23]4[CH2:24][CH2:25][O:20][CH2:21][CH2:22]4)[CH:30]=3)[N:7]=2)=[CH:10][C:11]=1[F:16].